From a dataset of Retrosynthesis with 50K atom-mapped reactions and 10 reaction types from USPTO. Predict the reactants needed to synthesize the given product. (1) Given the product O=C1c2ccc(-c3ccc(Cl)cc3Cl)cc2[C@H]2CNCC[C@@H]12, predict the reactants needed to synthesize it. The reactants are: O=C1c2ccc(-c3ccc(Cl)cc3Cl)cc2[C@H]2CN(Cc3ccccc3)CC[C@@H]12. (2) The reactants are: O=S(=O)(Cl)c1ccccc1Cl.Oc1cc(O)c2ccccc2c1. Given the product O=S(=O)(Oc1cc(O)c2ccccc2c1)c1ccccc1Cl, predict the reactants needed to synthesize it. (3) Given the product O=c1[nH]c2cc(Cl)ccc2c(=O)cc1O, predict the reactants needed to synthesize it. The reactants are: COc1cc(=O)c2ccc(Cl)cc2[nH]c1=O. (4) Given the product COC(=O)Cc1ccc(OCC[C@@H]2C[C@@H]2C2CCN(C(=O)OC3(C)CC3)CC2)cc1F, predict the reactants needed to synthesize it. The reactants are: CC1(OC(=O)N2CCC([C@H]3C[C@H]3CCO)CC2)CC1.COC(=O)Cc1ccc(O)cc1F. (5) Given the product O=C(NCC(=O)N1CCN(C(=O)c2cc(F)ccc2C(F)(F)F)CC1)c1cn2ccccc2n1, predict the reactants needed to synthesize it. The reactants are: NCC(=O)N1CCN(C(=O)c2cc(F)ccc2C(F)(F)F)CC1.O=C(O)c1cn2ccccc2n1. (6) Given the product COC(=O)CCc1cnc2c(N3CCNCC3)cccc2c1, predict the reactants needed to synthesize it. The reactants are: COC(=O)CCc1cnc2c(N3CCN(C(=O)OC(C)(C)C)CC3)cccc2c1. (7) Given the product Nc1ccc(Oc2ccnc3cc(-c4ccc(C5OCCO5)cn4)sc23)c(F)c1, predict the reactants needed to synthesize it. The reactants are: O=[N+]([O-])c1ccc(Oc2ccnc3cc(-c4ccc(C5OCCO5)cn4)sc23)c(F)c1. (8) Given the product COC(=O)c1ccc(NC(CC(C)C)c2ccc(-n3cc(C(F)(F)F)cn3)nc2)nc1, predict the reactants needed to synthesize it. The reactants are: COC(=O)c1ccc(N(C(=O)OC(C)(C)C)C(CC(C)C)c2ccc(-n3cc(C(F)(F)F)cn3)nc2)nc1. (9) Given the product COc1ccc(OC)c(CN2Cc3cc(OC)c(OCc4ccccc4)cc3CC2C)c1, predict the reactants needed to synthesize it. The reactants are: COc1cc2c(cc1OCc1ccccc1)CC(C)NC2.COc1ccc(OC)c(CCl)c1. (10) Given the product Cn1cnc(C(=O)N(Cc2cccc(OC(F)(F)F)c2)CC2C3CN(CC(=O)O)CC32)c1, predict the reactants needed to synthesize it. The reactants are: Cn1cnc(C(=O)N(Cc2cccc(OC(F)(F)F)c2)CC2C3CN(CC(=O)OCc4ccccc4)CC32)c1.